Dataset: Reaction yield outcomes from USPTO patents with 853,638 reactions. Task: Predict the reaction yield, written as a fraction of the theoretical maximum amount of product (1.0 means a 100% yield; for example, 0.34 means a 34% yield). The reactants are CS(O[CH2:6][CH2:7][O:8][C:9]1[C:17]2[C:12](=[N:13][CH:14]=[N:15][C:16]=2[NH:18][C:19]2[CH:24]=[CH:23][C:22]([O:25][CH2:26][C:27]3[CH:32]=[CH:31][CH:30]=[C:29]([F:33])[CH:28]=3)=[C:21]([O:34][CH3:35])[CH:20]=2)[NH:11][N:10]=1)(=O)=O.[CH3:36][N:37]1[CH2:42][CH2:41][NH:40][CH2:39][CH2:38]1. No catalyst specified. The product is [F:33][C:29]1[CH:28]=[C:27]([CH:32]=[CH:31][CH:30]=1)[CH2:26][O:25][C:22]1[CH:23]=[CH:24][C:19]([NH:18][C:16]2[N:15]=[CH:14][N:13]=[C:12]3[NH:11][N:10]=[C:9]([O:8][CH2:7][CH2:6][N:40]4[CH2:41][CH2:42][N:37]([CH3:36])[CH2:38][CH2:39]4)[C:17]=23)=[CH:20][C:21]=1[O:34][CH3:35]. The yield is 0.440.